This data is from Retrosynthesis with 50K atom-mapped reactions and 10 reaction types from USPTO. The task is: Predict the reactants needed to synthesize the given product. (1) Given the product Cc1cccc(C)c1C(=O)NC(c1ccccc1)C12CCC(CC1)N2C, predict the reactants needed to synthesize it. The reactants are: CN1C2CCC1(C(N)c1ccccc1)CC2.Cc1cccc(C)c1C(=O)O. (2) Given the product CN(C(=O)c1ccc(-n2cccn2)cc1)[C@@H]1CCNC1, predict the reactants needed to synthesize it. The reactants are: CN(C(=O)c1ccc(-n2cccn2)cc1)[C@@H]1CCN(C(=O)OC(C)(C)C)C1.